This data is from Full USPTO retrosynthesis dataset with 1.9M reactions from patents (1976-2016). The task is: Predict the reactants needed to synthesize the given product. (1) Given the product [F:2][C:3]1[CH:8]=[CH:7][C:6]([NH:9]/[N:10]=[CH:14]/[CH:12]=[O:13])=[CH:5][CH:4]=1, predict the reactants needed to synthesize it. The reactants are: Cl.[F:2][C:3]1[CH:8]=[CH:7][C:6]([NH:9][NH2:10])=[CH:5][CH:4]=1.O.[CH:12]([CH:14]=O)=[O:13]. (2) The reactants are: [NH2:1][CH2:2][CH2:3][NH:4][C:5]1[CH:10]=[CH:9][C:8]([CH2:11][N:12]2[CH2:17][CH2:16][O:15][CH2:14][CH2:13]2)=[C:7]([C:18]2[CH:23]=[CH:22][C:21]([Cl:24])=[CH:20][C:19]=2[Cl:25])[CH:6]=1.C(N(CC)C(C)C)(C)C.Cl[C:36]1[N:41]=[C:40]([NH2:42])[C:39]([N+:43]([O-:45])=[O:44])=[CH:38][CH:37]=1. Given the product [Cl:25][C:19]1[CH:20]=[C:21]([Cl:24])[CH:22]=[CH:23][C:18]=1[C:7]1[C:8]([CH2:11][N:12]2[CH2:13][CH2:14][O:15][CH2:16][CH2:17]2)=[CH:9][CH:10]=[C:5]([NH:4][CH2:3][CH2:2][NH:1][C:36]2[N:41]=[C:40]([NH2:42])[C:39]([N+:43]([O-:45])=[O:44])=[CH:38][CH:37]=2)[CH:6]=1, predict the reactants needed to synthesize it. (3) Given the product [NH2:23][C:28]([CH3:30])([CH3:29])[CH2:27][CH2:26][N:10]1[C:11]2[C:7](=[CH:6][C:5]([C:3](=[O:4])[C:2]([F:1])([F:14])[F:15])=[CH:13][CH:12]=2)[CH:8]=[CH:9]1, predict the reactants needed to synthesize it. The reactants are: [F:1][C:2]([F:15])([F:14])[C:3]([C:5]1[CH:6]=[C:7]2[C:11](=[CH:12][CH:13]=1)[NH:10][CH:9]=[CH:8]2)=[O:4].C(OC([N:23]1[C:28]([CH3:30])([CH3:29])[CH2:27][CH2:26]OS1(=O)=O)=O)(C)(C)C. (4) Given the product [CH2:16]([O:13][C:12]1[C:11]([O:14][CH3:15])=[CH:10][C:7]([CH:8]=[O:9])=[CH:6][C:5]=1[F:4])[C:17]1[CH:22]=[CH:21][CH:20]=[CH:19][CH:18]=1, predict the reactants needed to synthesize it. The reactants are: C(#N)C.[F:4][C:5]1[CH:6]=[C:7]([CH:10]=[C:11]([O:14][CH3:15])[C:12]=1[OH:13])[CH:8]=[O:9].[CH2:16](Br)[C:17]1[CH:22]=[CH:21][CH:20]=[CH:19][CH:18]=1.C(=O)([O-])[O-].[Cs+].[Cs+]. (5) Given the product [Br:21][C:13]1[N:10]2[C:11]3[C:6]([N:7]=[C:8]([CH3:20])[C:9]2=[C:15]([C:16]([F:17])([F:19])[F:18])[N:14]=1)=[CH:5][CH:4]=[C:3]([O:2][CH3:1])[N:12]=3, predict the reactants needed to synthesize it. The reactants are: [CH3:1][O:2][C:3]1[N:12]=[C:11]2[C:6]([N:7]=[C:8]([CH3:20])[C:9]3[N:10]2[CH:13]=[N:14][C:15]=3[C:16]([F:19])([F:18])[F:17])=[CH:5][CH:4]=1.[Br:21]N1C(=O)CCC1=O.S([O-])([O-])=O.[Na+].[Na+].